From a dataset of Forward reaction prediction with 1.9M reactions from USPTO patents (1976-2016). Predict the product of the given reaction. (1) Given the reactants [Cl:1][C:2]1[CH:6]=[CH:5][N:4]([S:7]([N:10]([CH3:12])[CH3:11])(=[O:9])=[O:8])[N:3]=1.C([Li])CCC.C1CCCCC1.[Cl:24]C(Cl)(Cl)C(Cl)(Cl)Cl, predict the reaction product. The product is: [Cl:1][C:2]1[CH:6]=[C:5]([Cl:24])[N:4]([S:7]([N:10]([CH3:12])[CH3:11])(=[O:9])=[O:8])[N:3]=1. (2) The product is: [CH3:13][O:12][C:3]1[C:2]([O:1][CH2:24][CH2:25][O:26][CH3:27])=[CH:11][CH:10]=[CH:9][C:4]=1[C:5]([O:7][CH3:8])=[O:6]. Given the reactants [OH:1][C:2]1[C:3]([O:12][CH3:13])=[C:4]([CH:9]=[CH:10][CH:11]=1)[C:5]([O:7][CH3:8])=[O:6].C(=O)([O-])[O-].[K+].[K+].C(#N)C.Br[CH2:24][CH2:25][O:26][CH3:27], predict the reaction product.